Dataset: Catalyst prediction with 721,799 reactions and 888 catalyst types from USPTO. Task: Predict which catalyst facilitates the given reaction. Reactant: [NH2:1][CH2:2][C:3]1[S:7][C:6]([C:8]2[CH:13]=[CH:12][C:11]([C@@H:14]([OH:24])[C@H:15]([NH:18][C:19](=[O:23])[CH:20]([Cl:22])[Cl:21])[CH2:16][F:17])=[CH:10][CH:9]=2)=[CH:5][CH:4]=1.C(N(CC)CC)C.[CH3:32][S:33](Cl)(=[O:35])=[O:34]. Product: [Cl:21][CH:20]([Cl:22])[C:19]([NH:18][C@H:15]([CH2:16][F:17])[C@H:14]([OH:24])[C:11]1[CH:10]=[CH:9][C:8]([C:6]2[S:7][C:3]([CH2:2][NH:1][S:33]([CH3:32])(=[O:35])=[O:34])=[CH:4][CH:5]=2)=[CH:13][CH:12]=1)=[O:23]. The catalyst class is: 4.